Predict the product of the given reaction. From a dataset of Forward reaction prediction with 1.9M reactions from USPTO patents (1976-2016). (1) Given the reactants [OH:1]O.[CH2:3]([C:5]1[S:6][C:7]([C:17]2[CH:22]=[CH:21][N:20]=[CH:19][CH:18]=2)=[C:8]([C:10]2[CH:15]=[CH:14][C:13]([F:16])=[CH:12][CH:11]=2)[N:9]=1)[CH3:4], predict the reaction product. The product is: [CH2:3]([C:5]1[S:6][C:7]([C:17]2[CH:22]=[CH:21][N+:20]([O-:1])=[CH:19][CH:18]=2)=[C:8]([C:10]2[CH:11]=[CH:12][C:13]([F:16])=[CH:14][CH:15]=2)[N:9]=1)[CH3:4]. (2) Given the reactants [ClH:1].[F:2][C:3]1[CH:30]=[C:29]([NH:31][C:32](=[O:41])[C:33]2[CH:38]=[C:37](C)[CH:36]=C[C:34]=2F)[CH:28]=[CH:27][C:4]=1[O:5][C:6]1[C:11]2=[C:12]([CH3:26])[C:13]([C:15]([NH:17][CH2:18][CH2:19][N:20]3[CH2:25][CH2:24][O:23][CH2:22][CH2:21]3)=[O:16])=[CH:14][N:10]2[N:9]=[CH:8][N:7]=1.Cl.FC1C=C(NC(=O)CC(NC2C=CC(F)=CC=2)=O)C=CC=1OC1C2=C(C)C(OCCN3CCOCC3)=CN2N=C[N:52]=1, predict the reaction product. The product is: [ClH:1].[ClH:1].[F:2][C:3]1[CH:30]=[C:29]([NH:31][C:32](=[O:41])[C:33]2[CH:38]=[CH:37][CH:36]=[N:52][CH:34]=2)[CH:28]=[CH:27][C:4]=1[O:5][C:6]1[C:11]2=[C:12]([CH3:26])[C:13]([C:15]([NH:17][CH2:18][CH2:19][N:20]3[CH2:21][CH2:22][O:23][CH2:24][CH2:25]3)=[O:16])=[CH:14][N:10]2[N:9]=[CH:8][N:7]=1. (3) Given the reactants [N:1]1[CH:6]=[CH:5][CH:4]=[CH:3][C:2]=1[C:7]1[CH:12]=[CH:11][N:10]=[CH:9][C:8]=1[NH:13]C(=O)OC(C)(C)C.Cl.O1CCOCC1, predict the reaction product. The product is: [N:1]1[CH:6]=[CH:5][CH:4]=[CH:3][C:2]=1[C:7]1[CH:12]=[CH:11][N:10]=[CH:9][C:8]=1[NH2:13].